This data is from Catalyst prediction with 721,799 reactions and 888 catalyst types from USPTO. The task is: Predict which catalyst facilitates the given reaction. (1) Reactant: [Cl:1][C:2]1[CH:7]=[CH:6][C:5]([N+:8]([O-:10])=[O:9])=[CH:4][C:3]=1[CH:11](O)[CH2:12][CH2:13][C:14]([O:16][CH3:17])=[O:15].C1(P(C2C=CC=CC=2)C2C=CC=CC=2)C=CC=CC=1.C1(P([N:52]=[N+:53]=[N-:54])(C2C=CC=CC=2)=O)C=CC=CC=1.N(C(OCC)=O)=NC(OCC)=O. Product: [N:52]([CH:11]([C:3]1[CH:4]=[C:5]([N+:8]([O-:10])=[O:9])[CH:6]=[CH:7][C:2]=1[Cl:1])[CH2:12][CH2:13][C:14]([O:16][CH3:17])=[O:15])=[N+:53]=[N-:54]. The catalyst class is: 1. (2) Reactant: [ClH:1].[F:2][C:3]1[CH:4]=[C:5]([CH2:16][N:17]2[CH2:22][CH2:21][N:20]([CH3:23])[CH2:19][CH2:18]2)[CH:6]=[C:7]([F:15])[C:8]=1[N:9]1[CH2:14][CH2:13][NH:12][CH2:11][CH2:10]1.S(Cl)([Cl:26])=O. Product: [ClH:26].[ClH:1].[ClH:26].[F:15][C:7]1[CH:6]=[C:5]([CH2:16][N:17]2[CH2:22][CH2:21][N:20]([CH3:23])[CH2:19][CH2:18]2)[CH:4]=[C:3]([F:2])[C:8]=1[N:9]1[CH2:10][CH2:11][NH:12][CH2:13][CH2:14]1. The catalyst class is: 5. (3) Reactant: [CH:1]1([CH2:6][CH:7]([N:11]2[C:19]3[C:14](=[CH:15][C:16]([O:20][C:21]([F:24])([F:23])[F:22])=[CH:17][CH:18]=3)[C:13](=[O:25])[C:12]2=[O:26])[C:8]([OH:10])=O)[CH2:5][CH2:4][CH2:3][CH2:2]1.[CH3:27][N:28]1[CH:32]=[CH:31][C:30]([NH2:33])=[N:29]1.C(N(CC)C(C)C)(C)C.F[P-](F)(F)(F)(F)F.N1(O[P+](N(C)C)(N(C)C)N(C)C)C2C=CC=CC=2N=N1. Product: [CH:1]1([CH2:6][CH:7]([N:11]2[C:19]3[C:14](=[CH:15][C:16]([O:20][C:21]([F:22])([F:24])[F:23])=[CH:17][CH:18]=3)[C:13](=[O:25])[C:12]2=[O:26])[C:8]([NH:33][C:30]2[CH:31]=[CH:32][N:28]([CH3:27])[N:29]=2)=[O:10])[CH2:2][CH2:3][CH2:4][CH2:5]1. The catalyst class is: 42. (4) Reactant: [OH:1][C@H:2]1[CH2:6][CH2:5][NH:4][C@H:3]1[CH3:7].[Cl:8][C:9]1[C:16]([CH3:17])=[C:15](F)[CH:14]=[CH:13][C:10]=1[C:11]#[N:12].C(=O)([O-])[O-].[Li+].[Li+]. Product: [Cl:8][C:9]1[C:16]([CH3:17])=[C:15]([N:4]2[CH2:5][CH2:6][C@H:2]([OH:1])[C@@H:3]2[CH3:7])[CH:14]=[CH:13][C:10]=1[C:11]#[N:12]. The catalyst class is: 16. (5) Reactant: O=[C:2]1[C:11]2[CH:12]=[CH:13][S:14][C:10]=2[C:9]2[CH:8]=[CH:7][C:6]([C:15]([O:17][CH3:18])=[O:16])=[CH:5][C:4]=2[NH:3]1.O=P(Cl)(Cl)[Cl:21].CCN(C(C)C)C(C)C.O. Product: [Cl:21][C:2]1[C:11]2[CH:12]=[CH:13][S:14][C:10]=2[C:9]2[CH:8]=[CH:7][C:6]([C:15]([O:17][CH3:18])=[O:16])=[CH:5][C:4]=2[N:3]=1. The catalyst class is: 11.